From a dataset of Forward reaction prediction with 1.9M reactions from USPTO patents (1976-2016). Predict the product of the given reaction. (1) The product is: [NH2:1][C:4]1[CH:5]=[CH:6][CH:7]=[C:8]2[C:16]=1[NH:15][C:14]1[C:13](=[O:17])[CH2:12][CH2:11][CH2:10][C:9]2=1. Given the reactants [N+:1]([C:4]1[CH:5]=[CH:6][CH:7]=[C:8]2[C:16]=1[NH:15][C:14]1[C:13](=[O:17])[CH2:12][CH2:11][CH2:10][C:9]2=1)([O-])=O.C(O)C, predict the reaction product. (2) Given the reactants [CH3:1][O:2][C:3]1[CH:9]=[CH:8][C:6]([NH2:7])=[CH:5][CH:4]=1.Cl[C:11]1[C:12]2[C:19]([CH3:20])=[CH:18][S:17][C:13]=2[N:14]=[CH:15][N:16]=1, predict the reaction product. The product is: [CH3:1][O:2][C:3]1[CH:9]=[CH:8][C:6]([NH:7][C:11]2[C:12]3[C:19]([CH3:20])=[CH:18][S:17][C:13]=3[N:14]=[CH:15][N:16]=2)=[CH:5][CH:4]=1. (3) Given the reactants [C:1]([O:4][N:5]=[C:6]1[CH2:11][CH2:10][C@H:9]2[C@H:12]3[C@H:21]([CH2:22][CH2:23][C@:7]12[CH3:8])[C:20]1[CH:19]=[C:18]([O:24][CH3:25])[C:17]([O:26][C:27](=[O:29])[CH3:28])=[CH:16][C:15]=1[CH2:14][CH2:13]3)(=[O:3])[CH3:2].C(O)(=[O:32])C, predict the reaction product. The product is: [C:1]([O:4][N:5]=[C:6]1[CH2:11][CH2:10][C@H:9]2[C@H:12]3[C@H:21]([CH2:22][CH2:23][C@:7]12[CH3:8])[C:20]1[CH:19]=[C:18]([O:24][CH3:25])[C:17]([O:26][C:27](=[O:29])[CH3:28])=[CH:16][C:15]=1[C:14](=[O:32])[CH2:13]3)(=[O:3])[CH3:2].